From a dataset of Peptide-MHC class I binding affinity with 185,985 pairs from IEDB/IMGT. Regression. Given a peptide amino acid sequence and an MHC pseudo amino acid sequence, predict their binding affinity value. This is MHC class I binding data. (1) The peptide sequence is GYLNACGHF. The MHC is HLA-B15:01 with pseudo-sequence HLA-B15:01. The binding affinity (normalized) is 0.0847. (2) The peptide sequence is AVMAPRTHNR. The MHC is HLA-A02:02 with pseudo-sequence HLA-A02:02. The binding affinity (normalized) is 0. (3) The peptide sequence is NTPVSMTYLY. The MHC is HLA-A33:01 with pseudo-sequence HLA-A33:01. The binding affinity (normalized) is 0.